This data is from Reaction yield outcomes from USPTO patents with 853,638 reactions. The task is: Predict the reaction yield, written as a fraction of the theoretical maximum amount of product (1.0 means a 100% yield; for example, 0.34 means a 34% yield). (1) The reactants are [CH3:1][O:2][C:3](=[O:24])[CH2:4][CH2:5][N:6]1[C:15]2[C:10](=[CH:11][CH:12]=[C:13]([O:16]CC3C=CC=CC=3)[CH:14]=2)[CH2:9][CH2:8][CH2:7]1.[H][H]. The catalyst is CO.[Pd]. The product is [CH3:1][O:2][C:3](=[O:24])[CH2:4][CH2:5][N:6]1[C:15]2[C:10](=[CH:11][CH:12]=[C:13]([OH:16])[CH:14]=2)[CH2:9][CH2:8][CH2:7]1. The yield is 0.820. (2) The reactants are [Br:1][C:2]1[CH:3]=[C:4]([C:8]2([CH3:15])[CH2:12][O:11][S:10](=[O:14])(=[O:13])[NH:9]2)[CH:5]=[CH:6][CH:7]=1.[CH2:16](I)[CH:17]=[CH2:18].[OH-].[Na+]. The catalyst is C(Cl)Cl. The product is [CH2:18]([N:9]1[C:8]([C:4]2[CH:5]=[CH:6][CH:7]=[C:2]([Br:1])[CH:3]=2)([CH3:15])[CH2:12][O:11][S:10]1(=[O:14])=[O:13])[CH:17]=[CH2:16]. The yield is 1.00. (3) The reactants are C([O:8][C:9]1[CH:19]=[CH:18][C:12]([C:13]([N:15]([CH3:17])[CH3:16])=[O:14])=[CH:11][C:10]=1[C:20]([NH:22][C:23]1[CH:28]=[C:27]([C:29]([F:32])([F:31])[F:30])[CH:26]=[C:25]([C:33]([F:36])([F:35])[F:34])[CH:24]=1)=[O:21])C1C=CC=CC=1.C(O)C. The catalyst is [Pd].C(OCC)(=O)C. The product is [F:30][C:29]([F:31])([F:32])[C:27]1[CH:28]=[C:23]([NH:22][C:20](=[O:21])[C:10]2[CH:11]=[C:12]([CH:18]=[CH:19][C:9]=2[OH:8])[C:13]([N:15]([CH3:17])[CH3:16])=[O:14])[CH:24]=[C:25]([C:33]([F:35])([F:34])[F:36])[CH:26]=1. The yield is 0.912. (4) The reactants are [CH2:1]([O:8][C:9]1[C:10]([O:17][CH3:18])=[CH:11][C:12]([Br:16])=[C:13]([OH:15])[CH:14]=1)[C:2]1[CH:7]=[CH:6][CH:5]=[CH:4][CH:3]=1.[H-].[Na+].[CH3:21]I. The catalyst is O. The product is [CH2:1]([O:8][C:9]1[CH:14]=[C:13]([O:15][CH3:21])[C:12]([Br:16])=[CH:11][C:10]=1[O:17][CH3:18])[C:2]1[CH:3]=[CH:4][CH:5]=[CH:6][CH:7]=1. The yield is 0.880. (5) The reactants are [CH:1]([N:14]1[CH2:17][C:16]([NH:19][C:20]2[CH:21]=[C:22]3[C:31](=[CH:32][C:33]=2Br)[O:30][CH2:29][C:28]2[N:23]3[CH:24]([CH3:36])[C:25](=[O:35])[NH:26][N:27]=2)([CH3:18])[CH2:15]1)([C:8]1[CH:13]=[CH:12][CH:11]=[CH:10][CH:9]=1)[C:2]1[CH:7]=[CH:6][CH:5]=[CH:4][CH:3]=1.[C:37]([O-])([O-])=O.[K+].[K+].CB1OB(C)OB(C)O1. The catalyst is O.O1CCOCC1.C1C=CC(P(C2C=CC=CC=2)[C-]2C=CC=C2)=CC=1.C1C=CC(P(C2C=CC=CC=2)[C-]2C=CC=C2)=CC=1.Cl[Pd]Cl.[Fe+2]. The product is [CH:1]([N:14]1[CH2:17][C:16]([NH:19][C:20]2[CH:21]=[C:22]3[C:31](=[CH:32][C:33]=2[CH3:37])[O:30][CH2:29][C:28]2[N:23]3[CH:24]([CH3:36])[C:25](=[O:35])[NH:26][N:27]=2)([CH3:18])[CH2:15]1)([C:8]1[CH:13]=[CH:12][CH:11]=[CH:10][CH:9]=1)[C:2]1[CH:7]=[CH:6][CH:5]=[CH:4][CH:3]=1. The yield is 0.560. (6) The reactants are [Si]([O:8][CH2:9][C:10]1([CH3:33])[S:16][CH2:15][CH2:14][N:13]2[C:17]([C:20]3[CH:25]=[CH:24][C:23]([C:26]4[CH:31]=[CH:30][CH:29]=[CH:28][CH:27]=4)=[CH:22][C:21]=3[Cl:32])=[N:18][N:19]=[C:12]2[CH2:11]1)(C(C)(C)C)(C)C.[F-].C([N+](CCCC)(CCCC)CCCC)CCC.O. The catalyst is O1CCCC1. The product is [Cl:32][C:21]1[CH:22]=[C:23]([C:26]2[CH:27]=[CH:28][CH:29]=[CH:30][CH:31]=2)[CH:24]=[CH:25][C:20]=1[C:17]1[N:13]2[CH2:14][CH2:15][S:16][C:10]([CH2:9][OH:8])([CH3:33])[CH2:11][C:12]2=[N:19][N:18]=1. The yield is 0.710. (7) The reactants are [OH:1]S(O)(=O)=O.[CH2:6]1[O:14][CH:7]1[C:8]1[CH:13]=[CH:12][CH:11]=[CH:10][CH:9]=1. The catalyst is S([O-])(O)(=O)=O.C([N+](CCCC)(CCCC)CCCC)CCC.C(OCC)C. The product is [C:8]1([CH:7]([OH:1])[CH2:6][OH:14])[CH:9]=[CH:10][CH:11]=[CH:12][CH:13]=1. The yield is 0.910.